From a dataset of Forward reaction prediction with 1.9M reactions from USPTO patents (1976-2016). Predict the product of the given reaction. Given the reactants [CH2:1]([O:3][C:4]([C:6]1([CH2:30][CH:31]=O)[CH2:11][CH2:10][CH:9]([O:12][Si:13]([C:26]([CH3:29])([CH3:28])[CH3:27])([C:20]2[CH:25]=[CH:24][CH:23]=[CH:22][CH:21]=2)[C:14]2[CH:19]=[CH:18][CH:17]=[CH:16][CH:15]=2)[CH2:8][CH2:7]1)=[O:5])[CH3:2].[CH3:33][C:34]1[C:39]([NH2:40])=[CH:38][CH:37]=[C:36]([N:41]2[CH2:45][CH2:44][C@@H:43]([N:46]3[CH2:50][CH2:49][CH2:48][C@@H:47]3[CH3:51])[CH2:42]2)[N:35]=1, predict the reaction product. The product is: [CH2:1]([O:3][C:4]([C:6]1([CH2:30][CH2:31][NH:40][C:39]2[C:34]([CH3:33])=[N:35][C:36]([N:41]3[CH2:45][CH2:44][C@@H:43]([N:46]4[CH2:50][CH2:49][CH2:48][C@@H:47]4[CH3:51])[CH2:42]3)=[CH:37][CH:38]=2)[CH2:7][CH2:8][CH:9]([O:12][Si:13]([C:26]([CH3:29])([CH3:27])[CH3:28])([C:20]2[CH:21]=[CH:22][CH:23]=[CH:24][CH:25]=2)[C:14]2[CH:19]=[CH:18][CH:17]=[CH:16][CH:15]=2)[CH2:10][CH2:11]1)=[O:5])[CH3:2].